This data is from Forward reaction prediction with 1.9M reactions from USPTO patents (1976-2016). The task is: Predict the product of the given reaction. (1) Given the reactants FC(F)(F)C(O)=O.C1(SC)C=CC=CC=1.C1C(O)=CC=CC=1C.C([N:31]([CH2:39][C:40]1[S:44][C:43]([C:45]([NH:47][C@H:48]([C:63]([OH:65])=[O:64])[CH2:49][CH2:50][CH2:51][NH:52]C(OCC2C=CC=CC=2)=O)=[O:46])=[CH:42][CH:41]=1)[CH2:32][C:33]1[CH:38]=[CH:37][CH:36]=[CH:35][N:34]=1)(OC(C)(C)C)=O, predict the reaction product. The product is: [N:34]1[CH:35]=[CH:36][CH:37]=[CH:38][C:33]=1[CH2:32][NH:31][CH2:39][C:40]1[S:44][C:43]([C:45]([NH:47][C@H:48]([C:63]([OH:65])=[O:64])[CH2:49][CH2:50][CH2:51][NH2:52])=[O:46])=[CH:42][CH:41]=1. (2) Given the reactants Br[C:2]1[C:7]([F:8])=[C:6]([F:9])[CH:5]=[CH:4][C:3]=1[O:10][CH3:11].[CH3:12][C:13]([O:16][C:17]([N:19]1[CH2:24][CH:23]=[C:22](B2OC(C)(C)C(C)(C)O2)[CH2:21][CH2:20]1)=[O:18])([CH3:15])[CH3:14], predict the reaction product. The product is: [C:13]([O:16][C:17]([N:19]1[CH2:20][CH:21]=[C:22]([C:2]2[C:3]([O:10][CH3:11])=[CH:4][CH:5]=[C:6]([F:9])[C:7]=2[F:8])[CH2:23][CH2:24]1)=[O:18])([CH3:15])([CH3:12])[CH3:14]. (3) Given the reactants [CH:1]([C:4]1[C:12]2[C:7](=[CH:8][CH:9]=[C:10]([O:13][C:14]3[C:26]([C:27]([F:30])([F:29])[F:28])=[CH:25][C:17]([CH:18]=[C:19]4[CH2:23][CH2:22][O:21][C:20]4=[O:24])=[CH:16][C:15]=3[C:31]([F:34])([F:33])[F:32])[CH:11]=2)[NH:6][CH:5]=1)([CH3:3])[CH3:2], predict the reaction product. The product is: [CH:1]([C:4]1[C:12]2[C:7](=[CH:8][CH:9]=[C:10]([O:13][C:14]3[C:15]([C:31]([F:32])([F:34])[F:33])=[CH:16][C:17]([CH2:18][CH:19]4[CH2:23][CH2:22][O:21][C:20]4=[O:24])=[CH:25][C:26]=3[C:27]([F:29])([F:30])[F:28])[CH:11]=2)[NH:6][CH:5]=1)([CH3:3])[CH3:2]. (4) The product is: [N:1]([CH2:4][C@@H:5]1[O:9][C:8](=[O:10])[N:7]([C:11]2[CH:16]=[CH:15][C:14]([N:17]3[CH:21]=[C:20]([CH2:22][N:33]4[CH:37]=[CH:36][N:35]=[CH:34]4)[CH:19]=[N:18]3)=[C:13]([F:24])[CH:12]=2)[CH2:6]1)=[N+:2]=[N-:3]. Given the reactants [N:1]([CH2:4][C@@H:5]1[O:9][C:8](=[O:10])[N:7]([C:11]2[CH:16]=[CH:15][C:14]([N:17]3[CH:21]=[C:20]([CH2:22]Cl)[CH:19]=[N:18]3)=[C:13]([F:24])[CH:12]=2)[CH2:6]1)=[N+:2]=[N-:3].C(=O)([O-])[O-].[K+].[K+].[I-].[K+].[NH:33]1[CH:37]=[CH:36][N:35]=[CH:34]1, predict the reaction product. (5) Given the reactants [OH:1][CH:2]1[CH2:7][CH2:6][N:5]([C:8]([O:10][C:11]([CH3:14])([CH3:13])[CH3:12])=[O:9])[CH2:4][CH:3]1[CH2:15][O:16][Si:17]([CH:24]([CH3:26])[CH3:25])([CH:21]([CH3:23])[CH3:22])[CH:18]([CH3:20])[CH3:19].C[N+]1([O-])CCOCC1, predict the reaction product. The product is: [O:1]=[C:2]1[CH2:7][CH2:6][N:5]([C:8]([O:10][C:11]([CH3:12])([CH3:14])[CH3:13])=[O:9])[CH2:4][CH:3]1[CH2:15][O:16][Si:17]([CH:24]([CH3:26])[CH3:25])([CH:18]([CH3:20])[CH3:19])[CH:21]([CH3:22])[CH3:23]. (6) Given the reactants [CH2:1]([N:8]1[CH2:12][CH2:11][NH:10][C:9]1=[N:13]C#N)[C:2]1[CH:7]=[CH:6][CH:5]=[CH:4][CH:3]=1.C(N1CCNC1=N)C1C=CC=CC=1.Br[C:30]1[S:31][C:32]([C:36]([NH:38][CH2:39][C:40]2[CH:45]=[CH:44][C:43]([F:46])=[CH:42][CH:41]=2)=[O:37])=[C:33]([CH3:35])[N:34]=1, predict the reaction product. The product is: [CH2:1]([N:8]1[CH2:12][CH2:11][N:10]([C:30]2[S:31][C:32]([C:36]([NH:38][CH2:39][C:40]3[CH:45]=[CH:44][C:43]([F:46])=[CH:42][CH:41]=3)=[O:37])=[C:33]([CH3:35])[N:34]=2)[C:9]1=[NH:13])[C:2]1[CH:3]=[CH:4][CH:5]=[CH:6][CH:7]=1. (7) The product is: [F:43][C:44]1[CH:70]=[C:69]([NH2:71])[CH:68]=[CH:67][C:45]=1[O:46][C:47]1[C:52]2=[C:53]([CH3:66])[C:54]([O:56][CH2:57][CH2:58][CH2:59][N:60]3[CH2:61][CH2:62][O:63][CH2:64][CH2:65]3)=[CH:55][N:51]2[N:50]=[CH:49][N:48]=1. Given the reactants Cl.FC1C=C(C(C(NC2C=CC(F)=CC=2)=O)C(N)=O)C=CC=1OC1C2=C(C)C(OCCN3CCOCC3)=CN2N=CN=1.[F:43][C:44]1[CH:70]=[C:69]([N+:71]([O-])=O)[CH:68]=[CH:67][C:45]=1[O:46][C:47]1[C:52]2=[C:53]([CH3:66])[C:54]([O:56][CH2:57][CH2:58][CH2:59][N:60]3[CH2:65][CH2:64][O:63][CH2:62][CH2:61]3)=[CH:55][N:51]2[N:50]=[CH:49][N:48]=1, predict the reaction product. (8) Given the reactants [Cl:1][C:2]1[CH:7]=[CH:6][C:5]([S:8][C:9]2[N:13]([CH3:14])[C:12]([C:15]3[CH:20]=[CH:19][CH:18]=[CH:17][CH:16]=3)=[N:11][C:10]=2[C:21]2[CH:29]=[CH:28][C:24]([C:25]([NH2:27])=[O:26])=[CH:23][CH:22]=2)=[CH:4][CH:3]=1, predict the reaction product. The product is: [Cl:1][C:2]1[CH:7]=[CH:6][C:5]([S:8][C:9]2[N:13]([CH3:14])[C:12]([C:15]3[CH:20]=[CH:19][CH:18]=[CH:17][CH:16]=3)=[N:11][C:10]=2[C:21]2[CH:22]=[CH:23][C:24]([C:25](/[N:27]=[CH:12]/[N:13]([CH3:14])[CH3:9])=[O:26])=[CH:28][CH:29]=2)=[CH:4][CH:3]=1.